This data is from Catalyst prediction with 721,799 reactions and 888 catalyst types from USPTO. The task is: Predict which catalyst facilitates the given reaction. (1) Reactant: [CH3:1][C:2]1[NH:3][C@H:4]([C:13]2[CH:18]=[CH:17][CH:16]=[CH:15][CH:14]=2)[C@H:5]([C:7]2[CH:12]=[CH:11][CH:10]=[CH:9][CH:8]=2)[N:6]=1.C(N(CC)CC)C.[C:26]([O:30][C:31](O[C:31]([O:30][C:26]([CH3:29])([CH3:28])[CH3:27])=[O:32])=[O:32])([CH3:29])([CH3:28])[CH3:27]. Product: [CH3:1][C:2]1[N:6]([C:31]([O:30][C:26]([CH3:29])([CH3:28])[CH3:27])=[O:32])[C@H:5]([C:7]2[CH:12]=[CH:11][CH:10]=[CH:9][CH:8]=2)[C@H:4]([C:13]2[CH:18]=[CH:17][CH:16]=[CH:15][CH:14]=2)[N:3]=1. The catalyst class is: 112. (2) Reactant: [Br:1][C:2]1[CH:7]=[CH:6][C:5]([CH:8]([NH2:10])[CH3:9])=[CH:4][CH:3]=1.[C:11]([O:15][C:16](O[C:16]([O:15][C:11]([CH3:14])([CH3:13])[CH3:12])=[O:17])=[O:17])([CH3:14])([CH3:13])[CH3:12].Cl.CCOCC. Product: [C:11]([O:15][C:16]([NH:10][C@H:8]([C:5]1[CH:6]=[CH:7][C:2]([Br:1])=[CH:3][CH:4]=1)[CH3:9])=[O:17])([CH3:14])([CH3:13])[CH3:12]. The catalyst class is: 4. (3) Reactant: [Cl:1][C:2]1[CH:11]=[CH:10][CH:9]=[CH:8][C:3]=1[C:4]([NH:6][NH2:7])=[O:5].[CH:12]1([N:15]=[C:16]=[O:17])[CH2:14][CH2:13]1. Product: [Cl:1][C:2]1[CH:11]=[CH:10][CH:9]=[CH:8][C:3]=1[C:4]([NH:6][NH:7][C:16]([NH:15][CH:12]1[CH2:14][CH2:13]1)=[O:17])=[O:5]. The catalyst class is: 7. (4) Reactant: [CH3:1][C:2]1[CH:7]=[C:6]([C:8]2[C:16]3[C:11](=[CH:12][CH:13]=[C:14]([C:17]([OH:19])=O)[CH:15]=3)[N:10]([C:20]([C:33]3[CH:38]=[CH:37][CH:36]=[CH:35][CH:34]=3)([C:27]3[CH:32]=[CH:31][CH:30]=[CH:29][CH:28]=3)[C:21]3[CH:26]=[CH:25][CH:24]=[CH:23][CH:22]=3)[N:9]=2)[CH:5]=[CH:4][N:3]=1.Cl.[F:40][C:41]1[CH:56]=[CH:55][CH:54]=[CH:53][C:42]=1[CH2:43][C:44]1([O:51][CH3:52])[CH2:49][CH2:48][CH2:47][CH:46]([NH2:50])[CH2:45]1.CN(C(ON1N=NC2C=CC=NC1=2)=[N+](C)C)C.F[P-](F)(F)(F)(F)F.CCN(C(C)C)C(C)C. Product: [F:40][C:41]1[CH:56]=[CH:55][CH:54]=[CH:53][C:42]=1[CH2:43][C:44]1([O:51][CH3:52])[CH2:49][CH2:48][CH2:47][CH:46]([NH:50][C:17]([C:14]2[CH:15]=[C:16]3[C:11](=[CH:12][CH:13]=2)[N:10]([C:20]([C:21]2[CH:26]=[CH:25][CH:24]=[CH:23][CH:22]=2)([C:33]2[CH:38]=[CH:37][CH:36]=[CH:35][CH:34]=2)[C:27]2[CH:28]=[CH:29][CH:30]=[CH:31][CH:32]=2)[N:9]=[C:8]3[C:6]2[CH:5]=[CH:4][N:3]=[C:2]([CH3:1])[CH:7]=2)=[O:19])[CH2:45]1. The catalyst class is: 44.